From a dataset of Catalyst prediction with 721,799 reactions and 888 catalyst types from USPTO. Predict which catalyst facilitates the given reaction. (1) Reactant: [CH3:1][C:2]1[C:7]([CH2:8]C#N)=[CH:6][C:5]([CH2:11][C:12]2[S:13][C:14]3[C:20]([F:21])=[CH:19][C:18]([F:22])=[C:17]([F:23])[C:15]=3[N:16]=2)=[C:4]([CH3:24])[N:3]=1.O.[C:26]([O-:29])(O)=[O:27].[Na+]. Product: [CH3:1][C:2]1[C:7]([CH2:8][C:26]([OH:29])=[O:27])=[CH:6][C:5]([CH2:11][C:12]2[S:13][C:14]3[C:20]([F:21])=[CH:19][C:18]([F:22])=[C:17]([F:23])[C:15]=3[N:16]=2)=[C:4]([CH3:24])[N:3]=1. The catalyst class is: 33. (2) Reactant: CON(C)[C:4]([C:6]1[C:15](=[O:16])[C:14]2[C:9](=[CH:10][CH:11]=[CH:12][CH:13]=2)[N:8]([CH2:17][C:18]2[CH:23]=[CH:22][CH:21]=[C:20]([Br:24])[N:19]=2)[CH:7]=1)=[O:5].I[C:27]1[N:31]([CH3:32])[C:30]([CH3:33])=[N:29][CH:28]=1.C([Mg]Cl)(C)C. Product: [Br:24][C:20]1[N:19]=[C:18]([CH2:17][N:8]2[C:9]3[C:14](=[CH:13][CH:12]=[CH:11][CH:10]=3)[C:15](=[O:16])[C:6]([C:4]([C:27]3[N:31]([CH3:32])[C:30]([CH3:33])=[N:29][CH:28]=3)=[O:5])=[CH:7]2)[CH:23]=[CH:22][CH:21]=1. The catalyst class is: 2. (3) Reactant: P(Cl)(Cl)([Cl:3])=O.[Br:6][C:7]1[CH:8]=[C:9]2[C:14](=[CH:15][CH:16]=1)[C:13](=[O:17])[N:12]([CH2:18][C:19]([CH3:30])([CH3:29])[CH2:20]O[Si](C(C)(C)C)(C)C)[CH:11]=[CH:10]2.CN([CH:34]=[O:35])C. Product: [Br:6][C:7]1[CH:8]=[C:9]2[C:14](=[CH:15][CH:16]=1)[C:13](=[O:17])[N:12]([CH2:18][C:19]([CH3:29])([CH3:30])[CH2:20][Cl:3])[CH:11]=[C:10]2[CH:34]=[O:35]. The catalyst class is: 6. (4) Product: [CH3:17][C:16]1[C:11]([C:8]2[CH:7]=[CH:6][C:5]([C:3]([OH:4])=[O:2])=[CH:10][CH:9]=2)=[CH:12][C:13]([C:18]([NH:20][CH2:21][CH2:22][CH3:23])=[O:19])=[CH:14][CH:15]=1. The catalyst class is: 5. Reactant: C[O:2][C:3]([C:5]1[CH:10]=[CH:9][C:8]([C:11]2[C:16]([CH3:17])=[CH:15][CH:14]=[C:13]([C:18]([NH:20][CH2:21][CH2:22][CH3:23])=[O:19])[CH:12]=2)=[CH:7][CH:6]=1)=[O:4].[CH3:17][C:16]1[C:11]([C:8]2[CH:7]=[CH:6][C:5]([C:3]([OH:2])=[O:4])=[CH:10][CH:9]=2)=[CH:12][C:13]([C:18]([NH:20][CH2:21][CH2:22][CH3:23])=[O:19])=[CH:14][CH:15]=1.[OH-].[Na+].